Predict the product of the given reaction. From a dataset of Forward reaction prediction with 1.9M reactions from USPTO patents (1976-2016). (1) Given the reactants [C:1]([C:3]1[CH:15]=[C:14]2[C:6]([C:7]3[C:8](=[O:25])[C:9]4[CH:21]=[CH:20][C:19]([C:22]([OH:24])=O)=[CH:18][C:10]=4[C:11]([CH3:17])([CH3:16])[C:12]=3[NH:13]2)=[CH:5][CH:4]=1)#[N:2].[O:26]=[S:27]1(=[O:33])[CH2:31][CH2:30][CH:29]([NH2:32])[CH2:28]1, predict the reaction product. The product is: [O:26]=[S:27]1(=[O:33])[CH2:31][CH2:30][CH:29]([NH:32][C:22]([C:19]2[CH:20]=[CH:21][C:9]3[C:8](=[O:25])[C:7]4[C:6]5[C:14](=[CH:15][C:3]([C:1]#[N:2])=[CH:4][CH:5]=5)[NH:13][C:12]=4[C:11]([CH3:16])([CH3:17])[C:10]=3[CH:18]=2)=[O:24])[CH2:28]1. (2) Given the reactants ClC1NC=CN=1.C(O)(C(F)(F)F)=O.[Cl:14][C:15]1[N:16]=[C:17]([C@@H:59]2[CH2:64][C@@H:63]3[C@@H:61]([CH2:62]3)[N:60]2[C:65](=[O:78])[C@@H:66]([NH:73][C:74](=[O:77])[O:75][CH3:76])[CH:67]2[CH2:72][CH2:71][O:70][CH2:69][CH2:68]2)[NH:18][C:19]=1[C:20]1[CH:29]=[CH:28][C:27]2[C:22](=[CH:23][CH:24]=[C:25]([C:30]3[CH:35]=[CH:34][C:33]([C:36]4[NH:40][C:39]([C@@H:41]5[CH2:46][C@@H:45]6[C@@H:43]([CH2:44]6)[N:42]5[C:47](=[O:57])[C@@H:48]([NH:52][C:53]([O:55][CH3:56])=[O:54])[CH:49]([CH3:51])[CH3:50])=[N:38][C:37]=4[Cl:58])=[CH:32][CH:31]=3)[CH:26]=2)[CH:21]=1, predict the reaction product. The product is: [Cl:14][C:15]1[N:16]=[C:17]([C@@H:59]2[CH2:64][C@@H:63]3[C@@H:61]([CH2:62]3)[N:60]2[C:65](=[O:78])[C@@H:66]([NH:73][C:74]([O:75][CH3:76])=[O:77])[CH:67]2[CH2:72][CH2:71][O:70][CH2:69][CH2:68]2)[NH:18][C:19]=1[C:20]1[CH:21]=[C:22]2[C:27](=[CH:28][CH:29]=1)[CH:26]=[C:25]([C:30]1[CH:35]=[CH:34][C:33]([C:36]3[N:40]=[C:39]([C@@H:41]4[CH2:46][C@@H:45]5[C@@H:43]([CH2:44]5)[N:42]4[C:47]([C@@H:48]([NH:52][C:53](=[O:54])[O:55][CH3:56])[CH:49]([CH3:51])[CH3:50])=[O:57])[NH:38][CH:37]=3)=[CH:32][CH:31]=1)[CH:24]=[CH:23]2.[Cl:58][C:37]1[N:38]=[C:39]([C@@H:41]2[CH2:46][C@@H:45]3[C@@H:43]([CH2:44]3)[N:42]2[C:47]([C@@H:48]([NH:52][C:53](=[O:54])[O:55][CH3:56])[CH:49]([CH3:50])[CH3:51])=[O:57])[NH:40][C:36]=1[C:33]1[CH:34]=[CH:35][C:30]([C:25]2[CH:24]=[CH:23][C:22]3[C:27](=[CH:28][CH:29]=[C:20]([C:19]4[N:18]=[C:17]([C@@H:59]5[CH2:64][C@@H:63]6[C@@H:61]([CH2:62]6)[N:60]5[C:65](=[O:78])[C@@H:66]([NH:73][C:74]([O:75][CH3:76])=[O:77])[CH:67]5[CH2:68][CH2:69][O:70][CH2:71][CH2:72]5)[NH:16][CH:15]=4)[CH:21]=3)[CH:26]=2)=[CH:31][CH:32]=1. (3) Given the reactants [C:1]([C:4]1[CH:13]=[CH:12][C:11]([O:14][CH2:15][C:16]2[CH:21]=[CH:20][C:19]([O:22][CH3:23])=[CH:18][CH:17]=2)=[C:10]2[C:5]=1[CH:6]=[CH:7][C:8](=[O:24])[NH:9]2)(=[O:3])[CH3:2].[Se](=O)=[O:26].[OH2:28], predict the reaction product. The product is: [OH:28][CH:2]([OH:26])[C:1]([C:4]1[CH:13]=[CH:12][C:11]([O:14][CH2:15][C:16]2[CH:17]=[CH:18][C:19]([O:22][CH3:23])=[CH:20][CH:21]=2)=[C:10]2[C:5]=1[CH:6]=[CH:7][C:8](=[O:24])[NH:9]2)=[O:3]. (4) Given the reactants [N:1]1([NH:7][C:8]([C:10]2[C:14]([CH3:15])=[C:13]([C:16]3[CH:21]=[CH:20][C:19]([OH:22])=[CH:18][CH:17]=3)[N:12]([C:23]3[CH:28]=[CH:27][C:26]([Cl:29])=[CH:25][C:24]=3[Cl:30])[N:11]=2)=[O:9])[CH2:6][CH2:5][CH2:4][CH2:3][CH2:2]1.C(N(CC)CC)C.[CH2:38]([S:42](Cl)(=[O:44])=[O:43])[CH2:39][CH2:40][CH3:41], predict the reaction product. The product is: [Cl:30][C:24]1[CH:25]=[C:26]([Cl:29])[CH:27]=[CH:28][C:23]=1[N:12]1[C:13]([C:16]2[CH:17]=[CH:18][C:19]([O:22][S:42]([CH2:38][CH2:39][CH2:40][CH3:41])(=[O:44])=[O:43])=[CH:20][CH:21]=2)=[C:14]([CH3:15])[C:10]([C:8](=[O:9])[NH:7][N:1]2[CH2:6][CH2:5][CH2:4][CH2:3][CH2:2]2)=[N:11]1.